The task is: Predict the reactants needed to synthesize the given product.. This data is from Full USPTO retrosynthesis dataset with 1.9M reactions from patents (1976-2016). (1) Given the product [C:8]1([CH3:18])[CH:13]=[CH:12][C:11]([S:14]([N:3]2[CH:7]=[CH:6][CH:5]=[CH:4]2)(=[O:16])=[O:15])=[CH:10][CH:9]=1, predict the reactants needed to synthesize it. The reactants are: [H-].[Na+].[NH:3]1[CH:7]=[CH:6][CH:5]=[CH:4]1.[C:8]1([CH3:18])[CH:13]=[CH:12][C:11]([S:14](Cl)(=[O:16])=[O:15])=[CH:10][CH:9]=1.O. (2) Given the product [C:25]([O:29][C:30]([N:32]1[CH2:36][CH2:35][C@H:34]([NH:37][C:20]([C:18]2[CH:17]=[CH:16][C:13]3[N:14]([CH3:15])[C:10]([NH:9][C:7]4[S:8][C:4]5[CH:3]=[C:2]([Cl:1])[CH:24]=[CH:23][C:5]=5[N:6]=4)=[N:11][C:12]=3[CH:19]=2)=[O:21])[CH2:33]1)=[O:31])([CH3:28])([CH3:26])[CH3:27], predict the reactants needed to synthesize it. The reactants are: [Cl:1][C:2]1[CH:24]=[CH:23][C:5]2[N:6]=[C:7]([NH:9][C:10]3[N:14]([CH3:15])[C:13]4[CH:16]=[CH:17][C:18]([C:20](O)=[O:21])=[CH:19][C:12]=4[N:11]=3)[S:8][C:4]=2[CH:3]=1.[C:25]([O:29][C:30]([N:32]1[CH2:36][CH2:35][C@H:34]([NH2:37])[CH2:33]1)=[O:31])([CH3:28])([CH3:27])[CH3:26].CN(C(ON1N=NC2C=CC=CC1=2)=[N+](C)C)C.F[P-](F)(F)(F)(F)F.CCN(C(C)C)C(C)C. (3) Given the product [OH:26][CH2:27][CH2:28][C:29]1[CH:30]=[C:31]([CH2:34][N:35]2[CH2:55][CH2:54][C:38]3([O:43][CH2:42][CH2:41][N:40]([C:44]([C:46]4[N:47]=[C:48]([CH:51]([CH3:52])[CH3:53])[S:49][CH:50]=4)=[O:45])[CH2:39]3)[CH2:37][CH2:36]2)[S:32][CH:33]=1, predict the reactants needed to synthesize it. The reactants are: [F-].C([N+](CCCC)(CCCC)CCCC)CCC.[Si]([O:26][CH2:27][CH2:28][C:29]1[CH:30]=[C:31]([CH2:34][N:35]2[CH2:55][CH2:54][C:38]3([O:43][CH2:42][CH2:41][N:40]([C:44]([C:46]4[N:47]=[C:48]([CH:51]([CH3:53])[CH3:52])[S:49][CH:50]=4)=[O:45])[CH2:39]3)[CH2:37][CH2:36]2)[S:32][CH:33]=1)(C(C)(C)C)(C)C. (4) Given the product [F:1][C:2]1[CH:3]=[CH:4][C:5]([N:8]2[C:11](=[O:12])[C@H:10]([S:13][CH2:14][CH:15]([OH:24])[C:16]3[CH:17]=[CH:18][C:19]([S:22][CH3:23])=[CH:20][CH:21]=3)[C@H:9]2[C:25]2[CH:26]=[CH:27][C:28]([O:29][CH2:30][C:31]([NH:37][CH2:38][C:39]([NH:41][C@@H:42]([C:46]([OH:48])=[O:47])[CH:43]([CH3:44])[CH3:45])=[O:40])=[O:33])=[CH:34][CH:35]=2)=[CH:6][CH:7]=1, predict the reactants needed to synthesize it. The reactants are: [F:1][C:2]1[CH:7]=[CH:6][C:5]([N:8]2[C:11](=[O:12])[C@H:10]([S:13][CH2:14][CH:15]([OH:24])[C:16]3[CH:21]=[CH:20][C:19]([S:22][CH3:23])=[CH:18][CH:17]=3)[C@H:9]2[C:25]2[CH:35]=[CH:34][C:28]([O:29][CH2:30][C:31]([OH:33])=O)=[CH:27][CH:26]=2)=[CH:4][CH:3]=1.Cl.[NH2:37][CH2:38][C:39]([NH:41][C@@H:42]([C:46]([O:48]C(C)(C)C)=[O:47])[CH:43]([CH3:45])[CH3:44])=[O:40].CN1CCOCC1.CN(C(ON1N=NC2C=CC=CC1=2)=[N+](C)C)C.[B-](F)(F)(F)F.[BH4-].[Na+]. (5) Given the product [C:36]1([S:42]([OH:45])(=[O:44])=[O:43])[CH:41]=[CH:40][CH:39]=[CH:38][CH:37]=1.[CH2:1]([O:3][CH2:4][CH2:5][O:6][C:7]1[CH:12]=[C:11]([CH3:13])[C:10]([C:14]2[CH:19]=[CH:18][CH:17]=[C:16]([CH2:20][NH:21][C:22]3[CH:27]=[CH:26][C:25]([CH2:28][CH2:29][C:30]([OH:32])=[O:31])=[C:24]([F:33])[CH:23]=3)[CH:15]=2)=[C:9]([CH3:34])[CH:8]=1)[CH3:2], predict the reactants needed to synthesize it. The reactants are: [CH2:1]([O:3][CH2:4][CH2:5][O:6][C:7]1[CH:12]=[C:11]([CH3:13])[C:10]([C:14]2[CH:19]=[CH:18][CH:17]=[C:16]([CH2:20][NH:21][C:22]3[CH:27]=[CH:26][C:25]([CH2:28][CH2:29][C:30]([OH:32])=[O:31])=[C:24]([F:33])[CH:23]=3)[CH:15]=2)=[C:9]([CH3:34])[CH:8]=1)[CH3:2].O.[C:36]1([S:42]([OH:45])(=[O:44])=[O:43])[CH:41]=[CH:40][CH:39]=[CH:38][CH:37]=1. (6) Given the product [O:1]=[C:2]1[CH2:3][CH2:4][CH:5]([C:8]([NH:44][C:45]2[CH:46]=[CH:47][CH:48]=[C:49]3[C:54]=2[N:53]=[CH:52][CH:51]=[CH:50]3)=[O:10])[CH2:6][CH2:7]1, predict the reactants needed to synthesize it. The reactants are: [O:1]=[C:2]1[CH2:7][CH2:6][CH:5]([C:8]([OH:10])=O)[CH2:4][CH2:3]1.CCN(C(C)C)C(C)C.CN(C(ON1N=NC2C=CC=NC1=2)=[N+](C)C)C.F[P-](F)(F)(F)(F)F.[NH2:44][C:45]1[CH:46]=[CH:47][CH:48]=[C:49]2[C:54]=1[N:53]=[CH:52][CH:51]=[CH:50]2. (7) Given the product [Cl:1][C:2]1[N:10]=[C:9]2[C:5]([N:6]=[CH:7][N:8]2[CH2:11][CH:12]2[CH2:17][CH2:16][O:15][CH2:14][CH2:13]2)=[C:4]([NH2:19])[N:3]=1, predict the reactants needed to synthesize it. The reactants are: [Cl:1][C:2]1[N:10]=[C:9]2[C:5]([N:6]=[CH:7][N:8]2[CH2:11][CH:12]2[CH2:17][CH2:16][O:15][CH2:14][CH2:13]2)=[C:4](Cl)[N:3]=1.[NH3:19]. (8) The reactants are: [F:1][C:2]1[CH:23]=[CH:22][C:5]([CH2:6][N:7]2[CH2:12][CH2:11][CH2:10][CH:9](S(C3C=CC=CC=3)=O)[C:8]2=[O:21])=[CH:4][CH:3]=1.C([O-])([O-])=O.[Na+].[Na+]. Given the product [F:1][C:2]1[CH:3]=[CH:4][C:5]([CH2:6][N:7]2[CH2:12][CH2:11][CH:10]=[CH:9][C:8]2=[O:21])=[CH:22][CH:23]=1, predict the reactants needed to synthesize it.